This data is from Full USPTO retrosynthesis dataset with 1.9M reactions from patents (1976-2016). The task is: Predict the reactants needed to synthesize the given product. (1) Given the product [CH2:27]([O:26][C:24]([C:4]1[CH:3]=[C:2]([C:34]2[CH:35]=[C:30]([F:29])[CH:31]=[CH:32][C:33]=2[F:36])[N:7]=[C:6]([C:8]2[CH:13]=[CH:12][CH:11]=[C:10]([C:14]#[C:15][C@:16]3([OH:23])[CH2:20][CH2:19][N:18]([CH3:21])[C:17]3=[O:22])[CH:9]=2)[N:5]=1)=[O:25])[CH3:28], predict the reactants needed to synthesize it. The reactants are: Cl[C:2]1[N:7]=[C:6]([C:8]2[CH:13]=[CH:12][CH:11]=[C:10]([C:14]#[C:15][C@:16]3([OH:23])[CH2:20][CH2:19][N:18]([CH3:21])[C:17]3=[O:22])[CH:9]=2)[N:5]=[C:4]([C:24]([O:26][CH2:27][CH3:28])=[O:25])[CH:3]=1.[F:29][C:30]1[CH:35]=[CH:34][C:33]([F:36])=[CH:32][C:31]=1B(O)O. (2) Given the product [CH2:17]([O:16][C:14]1[CH:15]=[C:10]([C:8]([OH:9])([CH3:21])[C:3]2[CH:4]=[CH:5][CH:6]=[CH:7][C:2]=2[F:1])[N:11]=[CH:12][N:13]=1)[C:18]#[C:19][CH3:20], predict the reactants needed to synthesize it. The reactants are: [F:1][C:2]1[CH:7]=[CH:6][CH:5]=[CH:4][C:3]=1[C:8]([C:10]1[CH:15]=[C:14]([O:16][CH2:17][C:18]#[C:19][CH3:20])[N:13]=[CH:12][N:11]=1)=[O:9].[CH3:21][Li].[Cl-].[NH4+].